This data is from Reaction yield outcomes from USPTO patents with 853,638 reactions. The task is: Predict the reaction yield, written as a fraction of the theoretical maximum amount of product (1.0 means a 100% yield; for example, 0.34 means a 34% yield). (1) The reactants are [C:1]([O:5][C:6]([N:8]1[CH2:13][CH2:12][CH:11]([OH:14])[CH2:10][CH2:9]1)=[O:7])([CH3:4])([CH3:3])[CH3:2].[H-].[Na+].[Cl:17][C:18]1[CH:19]=[N:20][CH:21]=[C:22]([Cl:25])[C:23]=1Cl. The catalyst is CN(C=O)C. The product is [C:1]([O:5][C:6]([N:8]1[CH2:13][CH2:12][CH:11]([O:14][C:23]2[C:22]([Cl:25])=[CH:21][N:20]=[CH:19][C:18]=2[Cl:17])[CH2:10][CH2:9]1)=[O:7])([CH3:4])([CH3:2])[CH3:3]. The yield is 0.280. (2) The reactants are [Cl:1][C:2]1[CH:3]=[C:4]([CH:6]=[CH:7][C:8]=1[O:9][CH3:10])[NH2:5].[N+]([C:14]1[CH:19]=CC(O)=C[CH:15]=1)([O-])=O.OCC(CO)O.S(=O)(=O)(O)O. The catalyst is O.O.O.O.O.O.O.S([O-])([O-])(=O)=O.[Fe+2]. The product is [Cl:1][C:2]1[CH:3]=[C:4]2[C:6]([CH:15]=[CH:14][CH:19]=[N:5]2)=[CH:7][C:8]=1[O:9][CH3:10]. The yield is 0.660. (3) The reactants are [F:1][C:2]([F:20])([C:6]1[CH:11]=[CH:10][CH:9]=[C:8]([O:12][CH2:13][CH2:14][O:15][CH2:16][CH2:17][O:18][CH3:19])[CH:7]=1)[C:3]([OH:5])=O.P(Cl)(Cl)(Cl)=O.Cl.[NH2:27][CH2:28][C:29]1[CH:30]=[C:31]2[C:35](=[CH:36][CH:37]=1)[C:34](=[O:38])[N:33]([CH:39]1[CH2:44][CH2:43][C:42](=[O:45])[NH:41][C:40]1=[O:46])[CH2:32]2.C(=O)(O)[O-].[Na+]. The catalyst is N1C=CC=CC=1. The product is [O:46]=[C:40]1[CH:39]([N:33]2[CH2:32][C:31]3[C:35](=[CH:36][CH:37]=[C:29]([CH2:28][NH:27][C:3](=[O:5])[C:2]([F:1])([F:20])[C:6]4[CH:11]=[CH:10][CH:9]=[C:8]([O:12][CH2:13][CH2:14][O:15][CH2:16][CH2:17][O:18][CH3:19])[CH:7]=4)[CH:30]=3)[C:34]2=[O:38])[CH2:44][CH2:43][C:42](=[O:45])[NH:41]1. The yield is 0.0700. (4) The reactants are [O:1]1[C:10]2[C:5](=[CH:6][CH:7]=[CH:8][CH:9]=2)[C:4](=O)[CH2:3][CH2:2]1.C(N(CC)CC)C.Cl.[NH2:20][OH:21]. The catalyst is CO.C(OCC)(=O)C. The product is [O:1]1[C:10]2[C:5](=[CH:6][CH:7]=[CH:8][CH:9]=2)[C:4](=[N:20][OH:21])[CH2:3][CH2:2]1. The yield is 1.00. (5) The reactants are O=C1C2C(=CC=CC=2)C(=O)[N:3]1[O:12][CH2:13][CH:14]1[CH2:19][CH2:18][CH2:17][CH2:16][N:15]1[C:20]([O:22][C:23]([CH3:26])([CH3:25])[CH3:24])=[O:21].O.CNN. The catalyst is CO. The product is [NH2:3][O:12][CH2:13][CH:14]1[CH2:19][CH2:18][CH2:17][CH2:16][N:15]1[C:20]([O:22][C:23]([CH3:26])([CH3:25])[CH3:24])=[O:21]. The yield is 0.530. (6) The reactants are [Br:1][C:2]1[CH:7]=[CH:6][C:5]([N+:8]([O-])=O)=[CH:4][C:3]=1[NH:11][C:12](=[O:20])[CH2:13][N:14]1[CH2:19][CH2:18][O:17][CH2:16][CH2:15]1.Cl.C([O-])(O)=O.[Na+]. The yield is 0.500. The product is [NH2:8][C:5]1[CH:6]=[CH:7][C:2]([Br:1])=[C:3]([NH:11][C:12](=[O:20])[CH2:13][N:14]2[CH2:15][CH2:16][O:17][CH2:18][CH2:19]2)[CH:4]=1. The catalyst is C1COCC1.[Cl-].[Cl-].[Cl-].[Ti+3]. (7) The catalyst is C1COCC1. The product is [CH2:1]([O:8][C:9]1[CH:14]=[CH:13][C:12]([NH:15][C:16]2[C:25]3[C:20](=[CH:21][CH:22]=[C:23]([C:26]4[O:27][C:28]([CH:31]=[O:32])=[CH:29][CH:30]=4)[CH:24]=3)[N:19]=[CH:18][N:17]=2)=[CH:11][C:10]=1[C:36]([F:39])([F:37])[F:38])[C:2]1[CH:7]=[CH:6][CH:5]=[CH:4][CH:3]=1. The reactants are [CH2:1]([O:8][C:9]1[CH:14]=[CH:13][C:12]([NH:15][C:16]2[C:25]3[C:20](=[CH:21][CH:22]=[C:23]([C:26]4[O:27][C:28]([CH:31]5OCC[O:32]5)=[CH:29][CH:30]=4)[CH:24]=3)[N:19]=[CH:18][N:17]=2)=[CH:11][C:10]=1[C:36]([F:39])([F:38])[F:37])[C:2]1[CH:7]=[CH:6][CH:5]=[CH:4][CH:3]=1.Cl.O. The yield is 0.840.